This data is from Forward reaction prediction with 1.9M reactions from USPTO patents (1976-2016). The task is: Predict the product of the given reaction. (1) Given the reactants [NH2:1][C:2]1[C:7]([O:8]CC2C=CC=CC=2)=[CH:6][CH:5]=[CH:4][C:3]=1[NH:16][C:17]1[C:18]([CH3:45])=[C:19]([CH:42]=[CH:43][CH:44]=1)[CH2:20][N:21]([C:36](=[O:41])[C:37]([F:40])([F:39])[F:38])[C:22]1[CH:35]=[CH:34][C:25]2[C@H:26]([CH2:29][C:30]([O:32][CH3:33])=[O:31])[CH2:27][O:28][C:24]=2[CH:23]=1.[C:46](Cl)(=O)[CH2:47][CH3:48], predict the reaction product. The product is: [CH2:47]([C:48]1[N:16]([C:17]2[C:18]([CH3:45])=[C:19]([CH:42]=[CH:43][CH:44]=2)[CH2:20][N:21]([C:36](=[O:41])[C:37]([F:39])([F:38])[F:40])[C:22]2[CH:35]=[CH:34][C:25]3[C@H:26]([CH2:29][C:30]([O:32][CH3:33])=[O:31])[CH2:27][O:28][C:24]=3[CH:23]=2)[C:3]2[CH:4]=[CH:5][CH:6]=[C:7]([OH:8])[C:2]=2[N:1]=1)[CH3:46]. (2) Given the reactants [H-].[Na+].CS(C)=O.[NH:7]1[CH2:14][CH2:13][CH2:12][C@H:8]1[C:9]([OH:11])=[O:10].Cl[C:16]1[C:25]2[C:20](=[C:21]([C:26]3[N:30]=[C:29]([C:31]4[CH:36]=[CH:35][C:34]([O:37][CH:38]([CH3:40])[CH3:39])=[C:33]([Cl:41])[CH:32]=4)[O:28][N:27]=3)[CH:22]=[CH:23][CH:24]=2)[CH:19]=[CH:18][N:17]=1, predict the reaction product. The product is: [Cl:41][C:33]1[CH:32]=[C:31]([C:29]2[O:28][N:27]=[C:26]([C:21]3[CH:22]=[CH:23][CH:24]=[C:25]4[C:20]=3[CH:19]=[CH:18][N:17]=[C:16]4[N:7]3[CH2:14][CH2:13][CH2:12][C@H:8]3[C:9]([OH:11])=[O:10])[N:30]=2)[CH:36]=[CH:35][C:34]=1[O:37][CH:38]([CH3:40])[CH3:39]. (3) Given the reactants [N+:1]([C:4]1[CH:9]=[CH:8][C:7]([S:10](Cl)(=[O:12])=[O:11])=[CH:6][CH:5]=1)([O-:3])=[O:2].[OH:14][CH:15]1[CH2:20][CH2:19][NH:18][CH2:17][CH2:16]1.C(N(CC)CC)C.O, predict the reaction product. The product is: [N+:1]([C:4]1[CH:9]=[CH:8][C:7]([S:10]([N:18]2[CH2:19][CH2:20][CH:15]([OH:14])[CH2:16][CH2:17]2)(=[O:12])=[O:11])=[CH:6][CH:5]=1)([O-:3])=[O:2]. (4) Given the reactants [F:1][C:2]1[CH:7]=[CH:6][C:5]([NH:8][C:9]2[C:13]([C:14]([NH2:16])=[O:15])=[CH:12][NH:11][N:10]=2)=[CH:4][CH:3]=1.O=[S:18]1(=O)[CH2:23][CH2:22][C:21](=[CH:24][C:25]#[N:26])[CH2:20][CH2:19]1.C1CCN2C(=NCCC2)CC1, predict the reaction product. The product is: [C:25]([CH2:24][C:21]1([N:11]2[CH:12]=[C:13]([C:14]([NH2:16])=[O:15])[C:9]([NH:8][C:5]3[CH:4]=[CH:3][C:2]([F:1])=[CH:7][CH:6]=3)=[N:10]2)[CH2:22][CH2:23][S:18][CH2:19][CH2:20]1)#[N:26]. (5) Given the reactants Br[C:2]1[C:3]([NH:14][C:15]2[C:24]3[C:19](=[CH:20][C:21]([F:26])=[CH:22][C:23]=3[F:25])[N:18]=[C:17]([C:27]3[CH:32]=[CH:31][CH:30]=[CH:29][N:28]=3)[C:16]=2[CH3:33])=[CH:4][C:5]([N:8]2[CH2:13][CH2:12][O:11][CH2:10][CH2:9]2)=[N:6][CH:7]=1.[C:34]([C:36]1[CH:37]=[C:38](B(O)O)[CH:39]=[CH:40][CH:41]=1)#[N:35].C1(P(C2CCCCC2)C2CCCCC2)CCCCC1.[O-]P([O-])([O-])=O.[K+].[K+].[K+], predict the reaction product. The product is: [F:25][C:23]1[CH:22]=[C:21]([F:26])[CH:20]=[C:19]2[C:24]=1[C:15]([NH:14][C:3]1[CH:4]=[C:5]([N:8]3[CH2:13][CH2:12][O:11][CH2:10][CH2:9]3)[N:6]=[CH:7][C:2]=1[C:40]1[CH:41]=[C:36]([CH:37]=[CH:38][CH:39]=1)[C:34]#[N:35])=[C:16]([CH3:33])[C:17]([C:27]1[CH:32]=[CH:31][CH:30]=[CH:29][N:28]=1)=[N:18]2. (6) Given the reactants [F:1][C:2]1[CH:3]=[C:4]([N:16]2[CH2:20][C@H:19]([CH2:21][NH:22][C:23](=O)[CH3:24])[O:18][C:17]2=[O:26])[CH:5]=[CH:6][C:7]=1[CH:8]1[CH2:13][CH2:12][S:11](=[O:15])(=[O:14])[NH:10][CH2:9]1.COC1C=CC(P2(SP(C3C=CC(OC)=CC=3)(=S)S2)=[S:36])=CC=1, predict the reaction product. The product is: [F:1][C:2]1[CH:3]=[C:4]([N:16]2[CH2:20][C@H:19]([CH2:21][NH:22][C:23](=[S:36])[CH3:24])[O:18][C:17]2=[O:26])[CH:5]=[CH:6][C:7]=1[CH:8]1[CH2:13][CH2:12][S:11](=[O:15])(=[O:14])[NH:10][CH2:9]1. (7) Given the reactants C(N(CC)C(C)C)(C)C.Cl.Cl.[N:12]1[C:21]2[C:16](=[CH:17][C:18]([C:22]3([C:25]4[N:29]5[CH:30]=[C:31]([C:34]6[CH:42]=[CH:41][C:37]([C:38](O)=[O:39])=[CH:36][CH:35]=6)[CH:32]=[N:33][C:28]5=[N:27][CH:26]=4)[CH2:24][CH2:23]3)=[CH:19][CH:20]=2)[CH:15]=[CH:14][CH:13]=1.[CH:43]1([NH2:47])[CH2:46][CH2:45][CH2:44]1.F[P-](F)(F)(F)(F)F.N1(O[P+](N(C)C)(N(C)C)N(C)C)C2C=CC=CC=2N=N1, predict the reaction product. The product is: [CH:43]1([NH:47][C:38](=[O:39])[C:37]2[CH:36]=[CH:35][C:34]([C:31]3[CH:32]=[N:33][C:28]4[N:29]([C:25]([C:22]5([C:18]6[CH:17]=[C:16]7[C:21](=[CH:20][CH:19]=6)[N:12]=[CH:13][CH:14]=[CH:15]7)[CH2:24][CH2:23]5)=[CH:26][N:27]=4)[CH:30]=3)=[CH:42][CH:41]=2)[CH2:46][CH2:45][CH2:44]1. (8) Given the reactants [NH2:1][C:2]1[CH:3]=[C:4]([NH:9][C:10](=[O:16])[O:11][C:12]([CH3:15])([CH3:14])[CH3:13])[C:5]([Cl:8])=[N:6][CH:7]=1.F[C:18]1[C:23]([C:24]2[N:29]=[C:28]([CH3:30])[N:27]=[C:26]([NH2:31])[N:25]=2)=[CH:22][C:21]([O:32][CH3:33])=[CH:20][N:19]=1.C[Si]([N-][Si](C)(C)C)(C)C.[Na+].C1COCC1.[NH4+].[Cl-], predict the reaction product. The product is: [NH2:31][C:26]1[N:27]=[C:28]([CH3:30])[N:29]=[C:24]([C:23]2[C:18]([NH:1][C:2]3[CH:3]=[C:4]([NH:9][C:10](=[O:16])[O:11][C:12]([CH3:13])([CH3:15])[CH3:14])[C:5]([Cl:8])=[N:6][CH:7]=3)=[N:19][CH:20]=[C:21]([O:32][CH3:33])[CH:22]=2)[N:25]=1. (9) Given the reactants Br[C:2]1[CH:14]=[CH:13][C:5]([O:6][CH2:7][C:8]([O:10][CH2:11][CH3:12])=[O:9])=[C:4]([O:15][CH2:16][CH3:17])[CH:3]=1.[B:18]1([B:18]2[O:22][C:21]([CH3:24])([CH3:23])[C:20]([CH3:26])([CH3:25])[O:19]2)[O:22][C:21]([CH3:24])([CH3:23])[C:20]([CH3:26])([CH3:25])[O:19]1.C([O-])(=O)C.[K+], predict the reaction product. The product is: [CH2:16]([O:15][C:4]1[CH:3]=[C:2]([B:18]2[O:22][C:21]([CH3:24])([CH3:23])[C:20]([CH3:26])([CH3:25])[O:19]2)[CH:14]=[CH:13][C:5]=1[O:6][CH2:7][C:8]([O:10][CH2:11][CH3:12])=[O:9])[CH3:17].